This data is from Reaction yield outcomes from USPTO patents with 853,638 reactions. The task is: Predict the reaction yield, written as a fraction of the theoretical maximum amount of product (1.0 means a 100% yield; for example, 0.34 means a 34% yield). (1) The reactants are [OH-].[Na+].O.NN.[Br:6][C:7]1[CH:8]=[CH:9][C:10]([OH:16])=[C:11]([C:13](=O)[CH3:14])[CH:12]=1. The catalyst is C(O)COCCOCCO. The product is [Br:6][C:7]1[CH:8]=[CH:9][C:10]([OH:16])=[C:11]([CH2:13][CH3:14])[CH:12]=1. The yield is 0.900. (2) The reactants are [N+:1]([O-:4])(O)=[O:2].[Cl:5][C:6]1[CH:11]=[C:10]([F:12])[CH:9]=[CH:8][C:7]=1[CH2:13][C:14]([OH:16])=[O:15]. The catalyst is OS(O)(=O)=O. The product is [Cl:5][C:6]1[CH:11]=[C:10]([F:12])[C:9]([N+:1]([O-:4])=[O:2])=[CH:8][C:7]=1[CH2:13][C:14]([OH:16])=[O:15]. The yield is 0.982. (3) The product is [CH:1]1([C:6]([N:32]2[CH2:33][CH2:34][P:29]([C:12]3[CH:13]=[C:14]([CH:27]=[CH:28][C:11]=3[F:10])[CH2:15][C:16]3[C:25]4[C:20](=[CH:21][CH:22]=[CH:23][CH:24]=4)[C:19](=[O:26])[NH:18][N:17]=3)(=[O:35])[CH2:30][CH2:31]2)=[O:7])[CH2:5][CH2:4][CH2:3][CH2:2]1. The yield is 0.755. The reactants are [CH:1]1([C:6](Cl)=[O:7])[CH2:5][CH2:4][CH2:3][CH2:2]1.Cl.[F:10][C:11]1[CH:28]=[CH:27][C:14]([CH2:15][C:16]2[C:25]3[C:20](=[CH:21][CH:22]=[CH:23][CH:24]=3)[C:19](=[O:26])[NH:18][N:17]=2)=[CH:13][C:12]=1[P:29]1(=[O:35])[CH2:34][CH2:33][NH:32][CH2:31][CH2:30]1.CCN(C(C)C)C(C)C.CO.C(Cl)Cl. The catalyst is C(Cl)Cl. (4) The reactants are [Br:1][C:2]1[C:15]2[C:14](=O)[C:13]3[C:8](=[CH:9][CH:10]=[CH:11][CH:12]=3)[S:7][C:6]=2[C:5]([OH:17])=[CH:4][CH:3]=1.B.C1COCC1. The catalyst is O1CCCC1. The product is [Br:1][C:2]1[C:15]2[CH2:14][C:13]3[C:8](=[CH:9][CH:10]=[CH:11][CH:12]=3)[S:7][C:6]=2[C:5]([OH:17])=[CH:4][CH:3]=1. The yield is 0.500. (5) The reactants are C(OC(=O)C)(=O)C.[CH:8]([OH:10])=O.[NH2:11][CH2:12][CH2:13][O:14][C:15]1[CH:20]=[CH:19][C:18]([C:21]2[N:22]([CH2:34][CH3:35])[C:23]3[C:28]([C:29]=2[C:30]#[N:31])=[CH:27][CH:26]=[C:25]([O:32][CH3:33])[CH:24]=3)=[CH:17][CH:16]=1.C([O-])(O)=O.[Na+]. The catalyst is C1COCC1.CCOC(C)=O. The product is [C:30]([C:29]1[C:28]2[C:23](=[CH:24][C:25]([O:32][CH3:33])=[CH:26][CH:27]=2)[N:22]([CH2:34][CH3:35])[C:21]=1[C:18]1[CH:19]=[CH:20][C:15]([O:14][CH2:13][CH2:12][NH:11][CH:8]=[O:10])=[CH:16][CH:17]=1)#[N:31]. The yield is 0.860. (6) The reactants are I[C:2]1[CH:29]=[CH:28][C:5]2[N:6]([CH2:9][C:10]3[CH:15]=[CH:14][C:13]([O:16][CH2:17][C:18]4[CH:19]=[N:20][C:21]([O:24][CH3:25])=[CH:22][CH:23]=4)=[C:12]([O:26][CH3:27])[CH:11]=3)[CH:7]=[N:8][C:4]=2[CH:3]=1.[CH3:30][N:31]1[CH2:36][CH2:35][NH:34][CH2:33][CH2:32]1.C(=O)([O-])[O-].[Na+].[Na+].N1CCC[C@H]1C(O)=O. The catalyst is CS(C)=O.[Cu]I. The product is [CH3:27][O:26][C:12]1[CH:11]=[C:10]([CH:15]=[CH:14][C:13]=1[O:16][CH2:17][C:18]1[CH:19]=[N:20][C:21]([O:24][CH3:25])=[CH:22][CH:23]=1)[CH2:9][N:6]1[C:5]2[CH:28]=[CH:29][C:2]([N:34]3[CH2:35][CH2:36][N:31]([CH3:30])[CH2:32][CH2:33]3)=[CH:3][C:4]=2[N:8]=[CH:7]1. The yield is 0.190.